Dataset: Catalyst prediction with 721,799 reactions and 888 catalyst types from USPTO. Task: Predict which catalyst facilitates the given reaction. (1) Product: [O:4]1[CH2:5][CH2:6][N:1]([CH2:7][C:9]2[NH:13][C:12]([CH2:14][OH:15])=[N:11][CH:10]=2)[CH2:2][CH2:3]1. Reactant: [N:1]1([C:7]([C:9]2[NH:13][C:12]([C:14](OCC)=[O:15])=[N:11][CH:10]=2)=O)[CH2:6][CH2:5][O:4][CH2:3][CH2:2]1.B.C1COCC1. The catalyst class is: 5. (2) Reactant: [H-].[H-].[H-].[H-].[Li+].[Al+3].[CH3:7][O:8][C:9]1[CH:14]=[C:13]([CH:15]=[CH:16][N+:17]([O-])=O)[CH:12]=[C:11]([O:20][CH3:21])[CH:10]=1. Product: [CH3:21][O:20][C:11]1[CH:12]=[C:13]([CH2:15][CH2:16][NH2:17])[CH:14]=[C:9]([O:8][CH3:7])[CH:10]=1. The catalyst class is: 1.